This data is from Forward reaction prediction with 1.9M reactions from USPTO patents (1976-2016). The task is: Predict the product of the given reaction. (1) Given the reactants [C:1]([O:5][C:6]([NH:8][C:9]([CH2:21][CH2:22][CH2:23][CH2:24][B:25]1[O:29][C:28]([CH3:31])([CH3:30])[C:27]([CH3:33])([CH3:32])[O:26]1)([CH2:17][CH2:18][CH:19]=[CH2:20])[C:10]([O:12][C:13]([CH3:16])([CH3:15])[CH3:14])=[O:11])=[O:7])([CH3:4])([CH3:3])[CH3:2].[CH2:34]1COCC1.C[Si]([N-][Si](C)(C)C)(C)C.[Na+].IC, predict the reaction product. The product is: [C:1]([O:5][C:6]([N:8]([CH3:34])[C:9]([CH2:21][CH2:22][CH2:23][CH2:24][B:25]1[O:26][C:27]([CH3:33])([CH3:32])[C:28]([CH3:31])([CH3:30])[O:29]1)([CH2:17][CH2:18][CH:19]=[CH2:20])[C:10]([O:12][C:13]([CH3:14])([CH3:15])[CH3:16])=[O:11])=[O:7])([CH3:2])([CH3:3])[CH3:4]. (2) The product is: [Si:27]([O:34][C:35]1[CH:36]=[CH:37][C:38]([CH2:41][C:42]([NH:21][C:18]2[C:17]([C:22]3[S:23][CH:24]=[CH:25][CH:26]=3)=[N:16][C:15]([C:12]3[CH:11]=[CH:10][C:9]([O:8][Si:1]([C:4]([CH3:7])([CH3:5])[CH3:6])([CH3:2])[CH3:3])=[CH:14][CH:13]=3)=[CH:20][N:19]=2)=[O:43])=[CH:39][CH:40]=1)([C:30]([CH3:33])([CH3:32])[CH3:31])([CH3:29])[CH3:28]. Given the reactants [Si:1]([O:8][C:9]1[CH:14]=[CH:13][C:12]([C:15]2[N:16]=[C:17]([C:22]3[S:23][CH:24]=[CH:25][CH:26]=3)[C:18]([NH2:21])=[N:19][CH:20]=2)=[CH:11][CH:10]=1)([C:4]([CH3:7])([CH3:6])[CH3:5])([CH3:3])[CH3:2].[Si:27]([O:34][C:35]1[CH:40]=[CH:39][C:38]([CH2:41][C:42](Cl)=[O:43])=[CH:37][CH:36]=1)([C:30]([CH3:33])([CH3:32])[CH3:31])([CH3:29])[CH3:28].O, predict the reaction product.